Predict the product of the given reaction. From a dataset of Forward reaction prediction with 1.9M reactions from USPTO patents (1976-2016). (1) Given the reactants Br[C:2]1[CH:7]=[CH:6][CH:5]=[CH:4][C:3]=1[O:8][CH3:9].[NH:10]1[CH2:15][CH2:14][NH:13][CH2:12][CH2:11]1.C1C=CC(P(C2C(C3C(P(C4C=CC=CC=4)C4C=CC=CC=4)=CC=C4C=3C=CC=C4)=C3C(C=CC=C3)=CC=2)C2C=CC=CC=2)=CC=1.C1CCN2C(=NCCC2)CC1.CC([O-])(C)C.[Na+].[CH3:79][C:80]([O:83][C:84](O[C:84]([O:83][C:80]([CH3:82])([CH3:81])[CH3:79])=[O:85])=[O:85])([CH3:82])[CH3:81], predict the reaction product. The product is: [CH3:9][O:8][C:3]1[CH:4]=[CH:5][CH:6]=[CH:7][C:2]=1[N:10]1[CH2:15][CH2:14][N:13]([C:84]([O:83][C:80]([CH3:82])([CH3:81])[CH3:79])=[O:85])[CH2:12][CH2:11]1. (2) Given the reactants [NH2:1][C:2]1[N:7]=[CH:6][N:5]=[C:4]2[N:8]([CH2:12][C@H:13]([NH:15][C:16](=[O:22])[O:17][C:18]([CH3:21])([CH3:20])[CH3:19])[CH3:14])[N:9]=[C:10](I)[C:3]=12.[F:23][C:24]1[CH:29]=[C:28]([O:30][C:31]2[CH:36]=[CH:35][CH:34]=[CH:33][CH:32]=2)[CH:27]=[CH:26][C:25]=1B(O)O.C([O-])([O-])=O.[K+].[K+].O1CCOCC1, predict the reaction product. The product is: [NH2:1][C:2]1[N:7]=[CH:6][N:5]=[C:4]2[N:8]([CH2:12][C@H:13]([NH:15][C:16](=[O:22])[O:17][C:18]([CH3:21])([CH3:20])[CH3:19])[CH3:14])[N:9]=[C:10]([C:25]3[CH:26]=[CH:27][C:28]([O:30][C:31]4[CH:36]=[CH:35][CH:34]=[CH:33][CH:32]=4)=[CH:29][C:24]=3[F:23])[C:3]=12. (3) Given the reactants [CH3:1][O:2][C:3]1[N:8]=[C:7]([N:9]2[CH2:14][CH2:13][O:12][CH2:11][CH2:10]2)[CH:6]=[CH:5][C:4]=1[N+:15]([O-])=O.[H][H], predict the reaction product. The product is: [CH3:1][O:2][C:3]1[C:4]([NH2:15])=[CH:5][CH:6]=[C:7]([N:9]2[CH2:14][CH2:13][O:12][CH2:11][CH2:10]2)[N:8]=1. (4) Given the reactants [CH3:1][C:2]1[C:11]2[C:6](=[CH:7][CH:8]=[CH:9][CH:10]=2)[N+:5]([O-])=[C:4]2[CH2:13][CH2:14][CH2:15][CH2:16][CH2:17][C:3]=12.FC(F)(F)C(OC(=O)C(F)(F)F)=[O:21], predict the reaction product. The product is: [CH3:1][C:2]1[C:11]2[C:6](=[CH:7][CH:8]=[CH:9][CH:10]=2)[N:5]=[C:4]2[CH:13]([OH:21])[CH2:14][CH2:15][CH2:16][CH2:17][C:3]=12. (5) Given the reactants C(OC(=O)[NH:7][C:8]1[CH:13]=[CH:12][CH:11]=[CH:10][C:9]=1[NH:14][C:15](=[O:46])/[CH:16]=[CH:17]/[C:18]1[CH:23]=[CH:22][C:21]([CH:24]([C:36](=[O:45])[NH:37][C:38]2[CH:43]=[CH:42][C:41]([Cl:44])=[CH:40][CH:39]=2)[CH2:25][N:26]2[CH2:30][CH2:29][CH:28]([N:31]([CH2:34][CH3:35])[CH2:32][CH3:33])[CH2:27]2)=[CH:20][CH:19]=1)(C)(C)C.C(O)(C(F)(F)F)=O.C([O-])(O)=O.[Na+], predict the reaction product. The product is: [NH2:7][C:8]1[CH:13]=[CH:12][CH:11]=[CH:10][C:9]=1[NH:14][C:15](=[O:46])/[CH:16]=[CH:17]/[C:18]1[CH:19]=[CH:20][C:21]([CH:24]([C:36](=[O:45])[NH:37][C:38]2[CH:43]=[CH:42][C:41]([Cl:44])=[CH:40][CH:39]=2)[CH2:25][N:26]2[CH2:30][CH2:29][CH:28]([N:31]([CH2:34][CH3:35])[CH2:32][CH3:33])[CH2:27]2)=[CH:22][CH:23]=1. (6) The product is: [CH3:60][O:62][C:22]1[CH:23]=[CH:24][CH:18]=[CH:19][C:20]=1[NH:21][C:2]1[CH:16]=[CH:15][C:5]2[C:6](=[O:14])[NH:7][C:8]3[C:13]([C:4]=2[CH:3]=1)=[CH:12][CH:11]=[CH:10][N:9]=3. Given the reactants Cl[C:2]1[CH:16]=[CH:15][C:5]2[C:6](=[O:14])[NH:7][C:8]3[C:13]([C:4]=2[CH:3]=1)=[CH:12][CH:11]=[CH:10][N:9]=3.F[C:18]1[CH:19]=[C:20]([CH:22]=[CH:23][CH:24]=1)[NH2:21].C1(P(C2CCCCC2)C2C=CC=CC=2C2C(C(C)C)=CC(C(C)C)=CC=2C(C)C)CCCCC1.C[C:60](C)([O-:62])C.[Na+], predict the reaction product. (7) Given the reactants [NH2:1][C:2]1[N:3]=[CH:4][S:5][C:6]=1[C:7]([O:9]C)=O.[NH2:11][C:12](N)=[O:13], predict the reaction product. The product is: [S:5]1[C:6]2[C:7](=[O:9])[NH:11][C:12](=[O:13])[NH:1][C:2]=2[N:3]=[CH:4]1. (8) Given the reactants Cl[C:2]1[C:11]2[C:6](=[CH:7][C:8]([O:14][CH3:15])=[C:9]([O:12][CH3:13])[CH:10]=2)[N:5]=[CH:4][CH:3]=1.[CH3:16][NH:17][C:18]1[CH:23]=[CH:22][C:21]([N+:24]([O-:26])=[O:25])=[CH:20][CH:19]=1.C1(C)C=CC(S(O)(=O)=O)=CC=1.COCC(O)C, predict the reaction product. The product is: [CH3:13][O:12][C:9]1[CH:10]=[C:11]2[C:6](=[CH:7][C:8]=1[O:14][CH3:15])[N:5]=[CH:4][CH:3]=[C:2]2[N:17]([CH3:16])[C:18]1[CH:19]=[CH:20][C:21]([N+:24]([O-:26])=[O:25])=[CH:22][CH:23]=1. (9) Given the reactants [C:1]1(=[O:11])[C:9]2[C:4](=[CH:5][CH:6]=[CH:7][CH:8]=2)[C:3](=[O:10])[NH:2]1.C(=O)([O-])[O-].[K+].[K+].[Cl:18][CH2:19][C:20]#[C:21][CH2:22]Cl.O, predict the reaction product. The product is: [Cl:18][CH2:19][C:20]#[C:21][CH2:22][N:2]1[C:3](=[O:10])[C:4]2[C:9](=[CH:8][CH:7]=[CH:6][CH:5]=2)[C:1]1=[O:11]. (10) Given the reactants [C:1]([O:5][C:6]([N:8]1[CH:12]=[C:11]([C:13]([O:15][CH3:16])=[O:14])[CH2:10][C@H:9]1[C:17]([O:19][C:20]([CH3:23])([CH3:22])[CH3:21])=[O:18])=[O:7])([CH3:4])([CH3:3])[CH3:2], predict the reaction product. The product is: [C:1]([O:5][C:6]([N:8]1[CH2:12][C@@H:11]([C:13]([O:15][CH3:16])=[O:14])[CH2:10][C@H:9]1[C:17]([O:19][C:20]([CH3:23])([CH3:22])[CH3:21])=[O:18])=[O:7])([CH3:4])([CH3:3])[CH3:2].